Dataset: NCI-60 drug combinations with 297,098 pairs across 59 cell lines. Task: Regression. Given two drug SMILES strings and cell line genomic features, predict the synergy score measuring deviation from expected non-interaction effect. (1) Drug 1: CC1C(C(=O)NC(C(=O)N2CCCC2C(=O)N(CC(=O)N(C(C(=O)O1)C(C)C)C)C)C(C)C)NC(=O)C3=C4C(=C(C=C3)C)OC5=C(C(=O)C(=C(C5=N4)C(=O)NC6C(OC(=O)C(N(C(=O)CN(C(=O)C7CCCN7C(=O)C(NC6=O)C(C)C)C)C)C(C)C)C)N)C. Drug 2: CC(C)NC(=O)C1=CC=C(C=C1)CNNC.Cl. Cell line: SF-539. Synergy scores: CSS=2.96, Synergy_ZIP=3.55, Synergy_Bliss=6.29, Synergy_Loewe=-24.5, Synergy_HSA=1.71. (2) Drug 1: CC1=C2C(C(=O)C3(C(CC4C(C3C(C(C2(C)C)(CC1OC(=O)C(C(C5=CC=CC=C5)NC(=O)OC(C)(C)C)O)O)OC(=O)C6=CC=CC=C6)(CO4)OC(=O)C)O)C)O. Drug 2: CCC1(C2=C(COC1=O)C(=O)N3CC4=CC5=C(C=CC(=C5CN(C)C)O)N=C4C3=C2)O.Cl. Cell line: BT-549. Synergy scores: CSS=36.1, Synergy_ZIP=-0.444, Synergy_Bliss=-1.08, Synergy_Loewe=-4.54, Synergy_HSA=4.04.